This data is from Catalyst prediction with 721,799 reactions and 888 catalyst types from USPTO. The task is: Predict which catalyst facilitates the given reaction. (1) Reactant: [CH3:1][O:2][CH:3]=P(C1C=CC=CC=1)(C1C=CC=CC=1)C1C=CC=CC=1.CC(C)([O-])C.[K+].[C:29]12([O:44][CH2:43][CH2:42][O:41]1)[C:38]1[C:33](=[CH:34][CH:35]=[CH:36][CH:37]=1)[CH2:32][C@@H:31]([CH:39]=O)[CH2:30]2. Product: [CH3:1][O:2][CH:3]=[CH:39][C@@H:31]1[CH2:32][C:33]2[C:38](=[CH:37][CH:36]=[CH:35][CH:34]=2)[C:29]2([O:44][CH2:43][CH2:42][O:41]2)[CH2:30]1. The catalyst class is: 7. (2) Reactant: C([Li])CCC.[CH2:6]([O:8][C:9]1[CH:22]=[CH:21][C:20]2[C:19]3[C:14](=[C:15]([F:23])[CH:16]=[CH:17][CH:18]=3)[C:13]([F:25])([F:24])[C:12]([F:27])([F:26])[C:11]=2[C:10]=1[F:28])[CH3:7].B(OC)(OC)[O:30]C.C(O)(=O)C.O.OO. Product: [CH2:6]([O:8][C:9]1[C:10]([F:28])=[C:11]2[C:20]([C:19]3[CH:18]=[CH:17][C:16]([OH:30])=[C:15]([F:23])[C:14]=3[C:13]([F:24])([F:25])[C:12]2([F:27])[F:26])=[CH:21][CH:22]=1)[CH3:7]. The catalyst class is: 1. (3) The catalyst class is: 597. Product: [CH3:29][C:23]1([CH3:28])[CH2:22][O:21][CH:20]([C:17]2[CH:16]=[CH:15][C:14]([O:13][CH3:12])=[CH:19][CH:18]=2)[O:25][C@H:24]1[CH:26]=[CH2:2]. Reactant: [Li][CH2:2]CCC.CCCCCC.[CH3:12][O:13][C:14]1[CH:19]=[CH:18][C:17]([CH:20]2[O:25][C@@H:24]([CH:26]=O)[C:23]([CH3:29])([CH3:28])[CH2:22][O:21]2)=[CH:16][CH:15]=1.